From a dataset of Full USPTO retrosynthesis dataset with 1.9M reactions from patents (1976-2016). Predict the reactants needed to synthesize the given product. (1) Given the product [F:16][C@@H:15]1[CH2:14][CH2:13][NH:12][CH2:11][C@H:10]1[NH:9][P:4](=[O:5])([O:6][CH2:7][CH3:8])[O:3][CH2:1][CH3:2], predict the reactants needed to synthesize it. The reactants are: [CH2:1]([O:3][P:4]([NH:9][C@H:10]1[C@H:15]([F:16])[CH2:14][CH2:13][N:12](C(OCC2C=CC=CC=2)=O)[CH2:11]1)([O:6][CH2:7][CH3:8])=[O:5])[CH3:2].[H][H]. (2) The reactants are: [CH2:1]([O:3][C:4]1[CH:9]=[C:8]([N+:10]([O-])=O)[CH:7]=[CH:6][C:5]=1[C:13]1[O:17][C:16]([N:18]([CH2:26][CH2:27][CH2:28][N:29]2[CH2:34][CH2:33][CH2:32][CH2:31][CH2:30]2)[C:19](=[O:25])[O:20][C:21]([CH3:24])([CH3:23])[CH3:22])=[N:15][N:14]=1)[CH3:2]. Given the product [NH2:10][C:8]1[CH:7]=[CH:6][C:5]([C:13]2[O:17][C:16]([N:18]([CH2:26][CH2:27][CH2:28][N:29]3[CH2:30][CH2:31][CH2:32][CH2:33][CH2:34]3)[C:19](=[O:25])[O:20][C:21]([CH3:23])([CH3:24])[CH3:22])=[N:15][N:14]=2)=[C:4]([O:3][CH2:1][CH3:2])[CH:9]=1, predict the reactants needed to synthesize it.